From a dataset of Full USPTO retrosynthesis dataset with 1.9M reactions from patents (1976-2016). Predict the reactants needed to synthesize the given product. (1) Given the product [C:21]([C:18]1[CH:19]=[CH:20][C:15]([C:14]#[C:13][C:10]2[CH:11]=[CH:12][C:7]([C:6]#[CH:5])=[CH:8][CH:9]=2)=[CH:16][CH:17]=1)#[CH:22], predict the reactants needed to synthesize it. The reactants are: C[Si]([C:5]#[C:6][C:7]1[CH:12]=[CH:11][C:10]([C:13]#[C:14][C:15]2[CH:20]=[CH:19][C:18]([C:21]#[C:22][Si](C)(C)C)=[CH:17][CH:16]=2)=[CH:9][CH:8]=1)(C)C.CO.[OH-].[K+]. (2) The reactants are: [F:1][C:2]1[CH:7]=[C:6]([F:8])[CH:5]=[CH:4][C:3]=1[C:9]1([CH2:15][CH3:16])[O:13][CH2:12][CH:11]([OH:14])[CH2:10]1.N12CCC(CC1)[CH2:19]N2.Cl[C:26]1[CH:31]=[CH:30][C:29]([S:32](Cl)(=[O:34])=[O:33])=[CH:28][CH:27]=1.[OH-].[Na+].S(Cl)(Cl)(=O)=O. Given the product [C:29]1([S:32]([O:14][CH:11]2[CH2:10][C:9]([C:3]3[CH:4]=[CH:5][C:6]([F:8])=[CH:7][C:2]=3[F:1])([CH2:15][CH2:16][CH3:19])[O:13][CH2:12]2)(=[O:34])=[O:33])[CH:30]=[CH:31][CH:26]=[CH:27][CH:28]=1, predict the reactants needed to synthesize it. (3) Given the product [NH2:32][C:30]1[N:31]=[C:26]([CH2:25][N:13]2[C:14]3[C:19](=[CH:18][CH:17]=[CH:16][CH:15]=3)[C:20](=[O:21])[C:11]([C:9]([C:5]3[CH:4]=[CH:3][C:2]([CH3:1])=[C:7]([CH3:8])[N:6]=3)=[O:10])=[CH:12]2)[CH:27]=[CH:28][CH:29]=1, predict the reactants needed to synthesize it. The reactants are: [CH3:1][C:2]1[CH:3]=[CH:4][C:5]([C:9]([C:11]2[C:20](=[O:21])[C:19]3[C:14](=[CH:15][CH:16]=[CH:17][CH:18]=3)[NH:13][CH:12]=2)=[O:10])=[N:6][C:7]=1[CH3:8].[H-].[Na+].Br[CH2:25][C:26]1[N:31]=[C:30]([NH:32]C(=O)C(F)(F)F)[CH:29]=[CH:28][CH:27]=1.FC(F)(F)C(N)=O. (4) Given the product [F:17][C:18]1[CH:23]=[CH:22][CH:21]=[C:20]([F:24])[C:19]=1[C:2]1[CH:7]=[C:6]([N+:8]([O-:10])=[O:9])[CH:5]=[C:4]([NH:11][C:12](=[O:14])[CH3:13])[CH:3]=1, predict the reactants needed to synthesize it. The reactants are: Br[C:2]1[CH:3]=[C:4]([NH:11][C:12](=[O:14])[CH3:13])[CH:5]=[C:6]([N+:8]([O-:10])=[O:9])[CH:7]=1.N#N.[F:17][C:18]1[CH:23]=[CH:22][CH:21]=[C:20]([F:24])[C:19]=1B(O)O.C(=O)([O-])[O-].[Na+].[Na+]. (5) Given the product [CH3:2][C:3]1[CH:4]=[C:5]([NH:10][C:11]2[CH:16]=[CH:15][N:14]=[C:13]([NH:17][C:18]3[CH:23]=[CH:22][C:21]([S:24]([N:44]([CH3:45])[CH:41]4[CH2:40][CH2:39][N:38]([CH2:37][CH2:36][P:31](=[O:35])([O:32][CH2:33][CH3:34])[O:30][CH2:28][CH3:29])[CH2:43][CH2:42]4)(=[O:26])=[O:25])=[CH:20][CH:19]=3)[N:12]=2)[CH:6]=[CH:7][C:8]=1[F:9], predict the reactants needed to synthesize it. The reactants are: Cl.[CH3:2][C:3]1[CH:4]=[C:5]([NH:10][C:11]2[CH:16]=[CH:15][N:14]=[C:13]([NH:17][C:18]3[CH:23]=[CH:22][C:21]([S:24](Cl)(=[O:26])=[O:25])=[CH:20][CH:19]=3)[N:12]=2)[CH:6]=[CH:7][C:8]=1[F:9].[CH2:28]([O:30][P:31]([CH2:36][CH2:37][N:38]1[CH2:43][CH2:42][CH:41]([NH:44][CH3:45])[CH2:40][CH2:39]1)(=[O:35])[O:32][CH2:33][CH3:34])[CH3:29].